From a dataset of Reaction yield outcomes from USPTO patents with 853,638 reactions. Predict the reaction yield, written as a fraction of the theoretical maximum amount of product (1.0 means a 100% yield; for example, 0.34 means a 34% yield). (1) The reactants are [CH2:1]([O:8][C:9](=[O:29])[NH:10][CH2:11][CH:12]([NH2:28])[C:13]1[CH:18]=[CH:17][C:16]([C:19](=[O:27])[NH:20][C:21]2[CH:26]=[CH:25][N:24]=[CH:23][CH:22]=2)=[CH:15][CH:14]=1)[C:2]1[CH:7]=[CH:6][CH:5]=[CH:4][CH:3]=1.CCN(C(C)C)C(C)C.[O:39](C(OC(C)(C)C)=O)[C:40]([O:42][C:43]([CH3:46])([CH3:45])[CH3:44])=O. The catalyst is C(#N)C. The product is [C:43]([O:42][C:40](=[O:39])[NH:28][CH:12]([C:13]1[CH:18]=[CH:17][C:16]([C:19](=[O:27])[NH:20][C:21]2[CH:26]=[CH:25][N:24]=[CH:23][CH:22]=2)=[CH:15][CH:14]=1)[CH2:11][NH:10][C:9]([O:8][CH2:1][C:2]1[CH:7]=[CH:6][CH:5]=[CH:4][CH:3]=1)=[O:29])([CH3:46])([CH3:45])[CH3:44]. The yield is 0.600. (2) The reactants are C1C(=O)N([Br:8])C(=O)C1.CC(N=NC(C#N)(C)C)(C#N)C.[C:21]([O:24][C:25]1[CH:30]=[CH:29][C:28]([CH2:31][C:32]([O:34][CH3:35])=[O:33])=[CH:27][CH:26]=1)(=[O:23])[CH3:22]. The catalyst is C(Cl)(Cl)(Cl)Cl. The product is [C:21]([O:24][C:25]1[CH:30]=[CH:29][C:28]([CH:31]([Br:8])[C:32]([O:34][CH3:35])=[O:33])=[CH:27][CH:26]=1)(=[O:23])[CH3:22]. The yield is 0.950. (3) The reactants are [CH3:1][C:2]([CH3:17])([CH3:16])[C:3]#[C:4][C:5]1[CH:11]=[C:10]([N+:12]([O-:14])=[O:13])[C:9]([F:15])=[CH:8][C:6]=1[NH2:7].CCN(CC)CC.[C:25](Cl)(=[O:29])[CH2:26][CH2:27][CH3:28].O. The catalyst is ClCCl. The product is [CH3:1][C:2]([CH3:17])([CH3:16])[C:3]#[C:4][C:5]1[CH:11]=[C:10]([N+:12]([O-:14])=[O:13])[C:9]([F:15])=[CH:8][C:6]=1[NH:7][C:25](=[O:29])[CH2:26][CH2:27][CH3:28]. The yield is 0.670.